This data is from Reaction yield outcomes from USPTO patents with 853,638 reactions. The task is: Predict the reaction yield, written as a fraction of the theoretical maximum amount of product (1.0 means a 100% yield; for example, 0.34 means a 34% yield). (1) The reactants are [C:1]([O:5][C:6]([N:8]1[CH2:13][CH2:12][CH:11]([C:14]2[CH:19]=[CH:18][C:17]([NH2:20])=[C:16]([C:21]3[CH2:26][CH2:25][C:24]([CH3:28])([CH3:27])[CH2:23][CH:22]=3)[N:15]=2)[CH2:10][CH2:9]1)=[O:7])([CH3:4])([CH3:3])[CH3:2].[K+].[C:30]([C:32]1[N:33]=[C:34]([C:45]([O-])=[O:46])[N:35]([CH2:37][O:38][CH2:39][CH2:40][Si:41]([CH3:44])([CH3:43])[CH3:42])[CH:36]=1)#[N:31].C1CN([P+](Br)(N2CCCC2)N2CCCC2)CC1.F[P-](F)(F)(F)(F)F.CCN(C(C)C)C(C)C. The catalyst is C(Cl)Cl. The product is [C:1]([O:5][C:6]([N:8]1[CH2:9][CH2:10][CH:11]([C:14]2[CH:19]=[CH:18][C:17]([NH:20][C:45]([C:34]3[N:35]([CH2:37][O:38][CH2:39][CH2:40][Si:41]([CH3:44])([CH3:43])[CH3:42])[CH:36]=[C:32]([C:30]#[N:31])[N:33]=3)=[O:46])=[C:16]([C:21]3[CH2:26][CH2:25][C:24]([CH3:28])([CH3:27])[CH2:23][CH:22]=3)[N:15]=2)[CH2:12][CH2:13]1)=[O:7])([CH3:4])([CH3:2])[CH3:3]. The yield is 0.870. (2) The reactants are C1C=CC(P(C2C=CC=CC=2)C2C=CC=CC=2)=CC=1.N1C=CN=C1.[I:25]I.[CH2:27]([O:34][C:35]1[C:40]([CH2:41][CH2:42]O)=[C:39]([F:44])[C:38]([F:45])=[CH:37][CH:36]=1)[C:28]1[CH:33]=[CH:32][CH:31]=[CH:30][CH:29]=1. The catalyst is C(Cl)Cl. The product is [CH2:27]([O:34][C:35]1[CH:36]=[CH:37][C:38]([F:45])=[C:39]([F:44])[C:40]=1[CH2:41][CH2:42][I:25])[C:28]1[CH:33]=[CH:32][CH:31]=[CH:30][CH:29]=1. The yield is 0.870. (3) The reactants are [CH3:1][O:2][C:3]1[CH:4]=[C:5]2[C:9](=[CH:10][C:11]=1[O:12][CH3:13])[C:8](=[O:14])[CH2:7][CH2:6]2.[CH2:15]([N:22]1[CH2:27][CH2:26][CH:25]([CH:28]=O)[CH2:24][CH2:23]1)[C:16]1[CH:21]=[CH:20][CH:19]=[CH:18][CH:17]=1.[OH-].[K+]. The yield is 0.981. The product is [CH2:15]([N:22]1[CH2:27][CH2:26][CH:25]([CH:28]=[C:7]2[CH2:6][C:5]3[C:9](=[CH:10][C:11]([O:12][CH3:13])=[C:3]([O:2][CH3:1])[CH:4]=3)[C:8]2=[O:14])[CH2:24][CH2:23]1)[C:16]1[CH:21]=[CH:20][CH:19]=[CH:18][CH:17]=1. The catalyst is [Cl-].C([N+](CC)(CC)CC)C1C=CC=CC=1.C1(C)C=CC=CC=1.O. (4) The reactants are [C:1]([O:20][CH2:21][C@H:22]1[O:36][C@H:26]([O:27][C:28]2[CH:33]=[CH:32][C:31]([O:34][CH3:35])=[CH:30][CH:29]=2)[C@H:25]([OH:37])[C@@H:24]([OH:38])[C@H:23]1[OH:39])([C:14]1[CH:19]=[CH:18][CH:17]=[CH:16][CH:15]=1)([C:8]1[CH:13]=[CH:12][CH:11]=[CH:10][CH:9]=1)[C:2]1[CH:7]=[CH:6][CH:5]=[CH:4][CH:3]=1.[CH2:40](Br)[CH:41]=[CH2:42].[H-].[Na+]. The catalyst is CN(C=O)C. The product is [CH2:40]([O:37][C@@H:25]1[C@@H:24]([O:38][CH2:8][CH:1]=[CH2:2])[C@@H:23]([O:39][CH2:5][CH:4]=[CH2:3])[C@@H:22]([CH2:21][O:20][C:1]([C:8]2[CH:9]=[CH:10][CH:11]=[CH:12][CH:13]=2)([C:2]2[CH:3]=[CH:4][CH:5]=[CH:6][CH:7]=2)[C:14]2[CH:15]=[CH:16][CH:17]=[CH:18][CH:19]=2)[O:36][C@@H:26]1[O:27][C:28]1[CH:33]=[CH:32][C:31]([O:34][CH3:35])=[CH:30][CH:29]=1)[CH:41]=[CH2:42]. The yield is 0.890. (5) The reactants are [F:1][C:2]1[CH:34]=[C:33]([F:35])[CH:32]=[CH:31][C:3]=1[O:4][C:5]1[CH:10]=[CH:9][C:8]([S:11]([CH3:14])(=[O:13])=[O:12])=[CH:7][C:6]=1[C:15]1[C:16]2[CH:25]=[C:24](C(OCC)=O)[NH:23][C:17]=2[C:18](=[O:22])[N:19]([CH3:21])[CH:20]=1.C[Mg]Br.Cl.O1C[CH2:43][CH2:42][CH2:41]1. No catalyst specified. The product is [F:1][C:2]1[CH:34]=[C:33]([F:35])[CH:32]=[CH:31][C:3]=1[O:4][C:5]1[CH:10]=[CH:9][C:8]([S:11]([CH3:14])(=[O:13])=[O:12])=[CH:7][C:6]=1[C:15]1[C:16]2[CH:25]=[C:24]([C:42]([CH3:43])=[CH2:41])[NH:23][C:17]=2[C:18](=[O:22])[N:19]([CH3:21])[CH:20]=1. The yield is 0.250.